This data is from Forward reaction prediction with 1.9M reactions from USPTO patents (1976-2016). The task is: Predict the product of the given reaction. (1) Given the reactants [F:1][C:2]1[CH:3]=[C:4]([CH:29]=[C:30]([N:32]2[CH2:37][CH2:36][O:35][CH2:34][CH2:33]2)[CH:31]=1)[C:5]([NH:7][C:8]1[C:17]2[C:12](=[CH:13][CH:14]=[CH:15][CH:16]=2)[C:11]([O:18][C:19]2[CH:24]=[CH:23][N:22]=[C:21](S(C)(=O)=O)[N:20]=2)=[CH:10][CH:9]=1)=[O:6].[NH:38]1[CH2:43][CH2:42][CH2:41][CH:40]([OH:44])[CH2:39]1, predict the reaction product. The product is: [F:1][C:2]1[CH:3]=[C:4]([CH:29]=[C:30]([N:32]2[CH2:37][CH2:36][O:35][CH2:34][CH2:33]2)[CH:31]=1)[C:5]([NH:7][C:8]1[C:17]2[C:12](=[CH:13][CH:14]=[CH:15][CH:16]=2)[C:11]([O:18][C:19]2[CH:24]=[CH:23][N:22]=[C:21]([N:38]3[CH2:43][CH2:42][CH2:41][CH:40]([OH:44])[CH2:39]3)[N:20]=2)=[CH:10][CH:9]=1)=[O:6]. (2) Given the reactants O=[C:2]1[CH2:7][CH2:6][CH2:5][CH2:4][C@H:3]1[NH:8][C:9]([C:11]1[N:12]=[N:13][C:14]([O:24][CH2:25][C:26]([F:29])([F:28])[F:27])=[C:15]([C:17]2[CH:22]=[CH:21][C:20]([Cl:23])=[CH:19][CH:18]=2)[CH:16]=1)=[O:10].Cl.[CH3:31][O:32][NH2:33], predict the reaction product. The product is: [CH3:31][O:32]/[N:33]=[C:2]1/[C@H:3]([NH:8][C:9]([C:11]2[N:12]=[N:13][C:14]([O:24][CH2:25][C:26]([F:28])([F:29])[F:27])=[C:15]([C:17]3[CH:22]=[CH:21][C:20]([Cl:23])=[CH:19][CH:18]=3)[CH:16]=2)=[O:10])[CH2:4][CH2:5][CH2:6][CH2:7]/1. (3) Given the reactants O=C(Cl)[O:3][C:4](Cl)(Cl)Cl.[CH:9]1([NH:15][CH:16]2[CH2:22][CH:21]3[N:23]([C:24]([O:26][C:27]([CH3:30])([CH3:29])[CH3:28])=[O:25])[CH:18]([CH2:19][CH2:20]3)[CH2:17]2)[CH2:14][CH2:13][CH2:12][CH2:11][CH2:10]1.[CH2:31]([N:33](CC)[CH2:34][CH3:35])[CH3:32].C(NCC)C, predict the reaction product. The product is: [CH:9]1([N:15]([C:4]([N:33]([CH2:34][CH3:35])[CH2:31][CH3:32])=[O:3])[CH:16]2[CH2:17][CH:18]3[N:23]([C:24]([O:26][C:27]([CH3:30])([CH3:29])[CH3:28])=[O:25])[CH:21]([CH2:20][CH2:19]3)[CH2:22]2)[CH2:10][CH2:11][CH2:12][CH2:13][CH2:14]1. (4) Given the reactants Cl[C:2]1[N:3]=[N:4][CH:5]=[C:6]([N:12]2[CH2:17][CH2:16][CH:15]([C:18]3[C:23]([F:24])=[CH:22][CH:21]=[C:20]([F:25])[C:19]=3[O:26][CH3:27])[CH2:14][CH2:13]2)[C:7]=1[C:8]([F:11])([F:10])[F:9].C(=O)([O-])[O-].[K+].[K+].[NH2:34][NH2:35], predict the reaction product. The product is: [F:25][C:20]1[C:19]([O:26][CH3:27])=[C:18]([CH:15]2[CH2:16][CH2:17][N:12]([C:6]3[C:7]([C:8]([F:11])([F:10])[F:9])=[C:2]([NH:34][NH2:35])[N:3]=[N:4][CH:5]=3)[CH2:13][CH2:14]2)[C:23]([F:24])=[CH:22][CH:21]=1. (5) The product is: [Br:1][C:2]1[CH:3]=[C:4]([C:5]([Br:8])=[CH:6][CH:7]=1)[CH2:9][Br:10]. Given the reactants [Br:1][C:2]1[CH:3]=[C:4]([CH3:9])[C:5]([Br:8])=[CH:6][CH:7]=1.[Br:10]Br, predict the reaction product. (6) Given the reactants [Cl:1][C:2]1[CH:10]=[CH:9][C:5]([C:6](O)=[O:7])=[CH:4][C:3]=1[N+:11]([O-:13])=[O:12].C(Cl)(=O)C([Cl:17])=O, predict the reaction product. The product is: [Cl:1][C:2]1[CH:10]=[CH:9][C:5]([C:6]([Cl:17])=[O:7])=[CH:4][C:3]=1[N+:11]([O-:13])=[O:12]. (7) Given the reactants [NH:1]1[C:5]2=[N:6][CH:7]=[C:8]([NH:10][C:11]3[C:12]4[C:19]5[CH2:20][CH2:21][C@H:22]([C:24](O)=[O:25])[CH2:23][C:18]=5[S:17][C:13]=4[N:14]=[CH:15][N:16]=3)[CH:9]=[C:4]2[CH:3]=[N:2]1.[CH3:27][NH:28][CH2:29][CH3:30], predict the reaction product. The product is: [CH2:29]([N:28]([CH3:27])[C:24]([C@H:22]1[CH2:21][CH2:20][C:19]2[C:12]3[C:11]([NH:10][C:8]4[CH:9]=[C:4]5[CH:3]=[N:2][NH:1][C:5]5=[N:6][CH:7]=4)=[N:16][CH:15]=[N:14][C:13]=3[S:17][C:18]=2[CH2:23]1)=[O:25])[CH3:30]. (8) Given the reactants [CH3:1][C@@H:2]1[N:7]([C:8]2[C:9]3[C@H:16]([CH3:17])[S:15][CH2:14][C:10]=3[N:11]=[CH:12][N:13]=2)[CH2:6][CH2:5][N:4](C(OC(C)(C)C)=O)[CH2:3]1.Cl, predict the reaction product. The product is: [CH3:17][C@H:16]1[C:9]2[C:8]([N:7]3[CH2:6][CH2:5][NH:4][CH2:3][C@@H:2]3[CH3:1])=[N:13][CH:12]=[N:11][C:10]=2[CH2:14][S:15]1.